This data is from Forward reaction prediction with 1.9M reactions from USPTO patents (1976-2016). The task is: Predict the product of the given reaction. (1) Given the reactants [F:1][C:2]1[CH:7]=[CH:6][C:5]([C:8]2[O:9][C:10]3[CH:18]=[C:17]([N:19]([CH2:24][C:25]4[CH:30]=[CH:29][C:28]([O:31][CH3:32])=[CH:27][CH:26]=4)[S:20]([CH3:23])(=[O:22])=[O:21])[C:16]([O:33][CH:34]([CH3:36])[CH3:35])=[CH:15][C:11]=3[C:12]=2[CH:13]=O)=[CH:4][CH:3]=1.[CH2:37]([NH2:40])[CH2:38][NH2:39].BrN1C(=O)CCC1=O, predict the reaction product. The product is: [NH:39]1[CH2:38][CH2:37][N:40]=[C:13]1[C:12]1[C:11]2[CH:15]=[C:16]([O:33][CH:34]([CH3:36])[CH3:35])[C:17]([N:19]([CH2:24][C:25]3[CH:30]=[CH:29][C:28]([O:31][CH3:32])=[CH:27][CH:26]=3)[S:20]([CH3:23])(=[O:22])=[O:21])=[CH:18][C:10]=2[O:9][C:8]=1[C:5]1[CH:6]=[CH:7][C:2]([F:1])=[CH:3][CH:4]=1. (2) Given the reactants Cl[C:2]1[N:7]=[C:6]([C:8]2[CH:13]=[CH:12][C:11]([OH:14])=[CH:10][CH:9]=2)[CH:5]=[N:4][CH:3]=1.[NH2:15][C:16]1[CH:17]=[C:18]([CH:22]=[CH:23][CH:24]=1)[C:19]([OH:21])=[O:20].CC1(C)C2C(=C(P(C3C=CC=CC=3)C3C=CC=CC=3)C=CC=2)OC2C(P(C3C=CC=CC=3)C3C=CC=CC=3)=CC=CC1=2, predict the reaction product. The product is: [OH:14][C:11]1[CH:12]=[CH:13][C:8]([C:6]2[N:7]=[C:2]([NH:15][C:16]3[CH:17]=[C:18]([CH:22]=[CH:23][CH:24]=3)[C:19]([OH:21])=[O:20])[CH:3]=[N:4][CH:5]=2)=[CH:9][CH:10]=1. (3) Given the reactants Cl[CH2:2][C:3]1[S:4][C:5]2[C:10]([N:11]=1)=[CH:9][CH:8]=[CH:7][N:6]=2.[CH3:12][S:13][C:14]1[CH:19]=[CH:18][CH:17]=[CH:16][C:15]=1[N:20]1[CH2:25][CH2:24][NH:23][CH2:22][CH2:21]1.CC(=O)OCC, predict the reaction product. The product is: [CH3:12][S:13][C:14]1[CH:19]=[CH:18][CH:17]=[CH:16][C:15]=1[N:20]1[CH2:25][CH2:24][N:23]([CH2:2][C:3]2[S:4][C:5]3[C:10]([N:11]=2)=[CH:9][CH:8]=[CH:7][N:6]=3)[CH2:22][CH2:21]1. (4) Given the reactants Br[C:2]1[CH:3]=[N:4][C:5]([C:8]2[CH:9]=[C:10]([CH:25]=[CH:26][CH:27]=2)[CH2:11][N:12]2[C:17](=[O:18])[CH:16]=[CH:15][C:14]([C:19]3[CH:20]=[N:21][N:22]([CH3:24])[CH:23]=3)=[N:13]2)=[N:6][CH:7]=1.[B:28]1([B:28]2[O:32][C:31]([CH3:34])([CH3:33])[C:30]([CH3:36])([CH3:35])[O:29]2)[O:32][C:31]([CH3:34])([CH3:33])[C:30]([CH3:36])([CH3:35])[O:29]1.C([O-])(=O)C.[K+].O, predict the reaction product. The product is: [CH3:24][N:22]1[CH:23]=[C:19]([C:14]2[CH:15]=[CH:16][C:17](=[O:18])[N:12]([CH2:11][C:10]3[CH:25]=[CH:26][CH:27]=[C:8]([C:5]4[N:4]=[CH:3][C:2]([B:28]5[O:32][C:31]([CH3:34])([CH3:33])[C:30]([CH3:36])([CH3:35])[O:29]5)=[CH:7][N:6]=4)[CH:9]=3)[N:13]=2)[CH:20]=[N:21]1.